This data is from NCI-60 drug combinations with 297,098 pairs across 59 cell lines. The task is: Regression. Given two drug SMILES strings and cell line genomic features, predict the synergy score measuring deviation from expected non-interaction effect. Drug 1: COC1=NC(=NC2=C1N=CN2C3C(C(C(O3)CO)O)O)N. Drug 2: C1C(C(OC1N2C=NC3=C2NC=NCC3O)CO)O. Cell line: OVCAR3. Synergy scores: CSS=-8.51, Synergy_ZIP=4.10, Synergy_Bliss=-1.11, Synergy_Loewe=-7.54, Synergy_HSA=-8.13.